Dataset: Forward reaction prediction with 1.9M reactions from USPTO patents (1976-2016). Task: Predict the product of the given reaction. (1) Given the reactants [Cl:1][C:2]1[N:7]=[C:6]([C:8]2[S:12][C:11]([C:13]([CH3:16])([CH3:15])[CH3:14])=[N:10][C:9]=2[C:17]2[C:18]([F:33])=[C:19]([NH:23][S:24]([C:27]3[CH:31]=[CH:30][N:29]([CH3:32])[CH:28]=3)(=[O:26])=[O:25])[CH:20]=[CH:21][CH:22]=2)[CH:5]=[CH:4][N:3]=1.[OH-].[NH4+:35], predict the reaction product. The product is: [ClH:1].[NH2:35][C:2]1[N:7]=[C:6]([C:8]2[S:12][C:11]([C:13]([CH3:16])([CH3:15])[CH3:14])=[N:10][C:9]=2[C:17]2[C:18]([F:33])=[C:19]([NH:23][S:24]([C:27]3[CH:31]=[CH:30][N:29]([CH3:32])[CH:28]=3)(=[O:26])=[O:25])[CH:20]=[CH:21][CH:22]=2)[CH:5]=[CH:4][N:3]=1. (2) Given the reactants C([O:4][C@H:5]1[CH2:10][CH2:9][C@@:8]([C@H:12]2[CH2:20][CH2:19][C@@:18]3([CH3:21])[C@@H:14]([CH2:15][CH2:16][C:17]3=[CH2:22])[C@@H:13]2[CH2:23][NH2:24])([CH3:11])[C@@H:7]([CH2:25][OH:26])[CH2:6]1)(=O)C.F[B-](F)(F)F.N1(OC(N(C)C)=[N+](C)C)C2C=CC=CC=2N=N1.[C:49](O)(=[O:52])[CH2:50][CH3:51].C(N(CC)C(C)C)(C)C, predict the reaction product. The product is: [OH:4][C@H:5]1[CH2:10][CH2:9][C@@:8]([C@H:12]2[CH2:20][CH2:19][C@@:18]3([CH3:21])[C@@H:14]([CH2:15][CH2:16][C:17]3=[CH2:22])[C@@H:13]2[CH2:23][NH:24][C:49](=[O:52])[CH2:50][CH3:51])([CH3:11])[C@@H:7]([CH2:25][OH:26])[CH2:6]1. (3) Given the reactants [F:1][C:2]1[C:3]2[CH2:31][NH:30][C:29](=[O:32])[C:4]=2[C:5]([C:23]2[CH:24]=[N:25][N:26]([CH3:28])[CH:27]=2)=[N:6][C:7]=1[NH:8][C@@H:9]1[CH2:14][CH2:13][CH2:12][CH2:11][C@@H:10]1[NH:15]C(=O)OC(C)(C)C.[C:33]([OH:39])([C:35]([F:38])([F:37])[F:36])=[O:34], predict the reaction product. The product is: [C:33]([OH:39])([C:35]([F:38])([F:37])[F:36])=[O:34].[NH2:15][C@H:10]1[CH2:11][CH2:12][CH2:13][CH2:14][C@H:9]1[NH:8][C:7]1[N:6]=[C:5]([C:23]2[CH:24]=[N:25][N:26]([CH3:28])[CH:27]=2)[C:4]2[C:29](=[O:32])[NH:30][CH2:31][C:3]=2[C:2]=1[F:1]. (4) Given the reactants [F:1][C:2]1[C:11]([OH:12])=[C:10]([F:13])[CH:9]=[C:8]2[C:3]=1[CH2:4][CH2:5][N:6]([S:14]([CH3:17])(=[O:16])=[O:15])[CH2:7]2.CS(O[CH2:23][CH2:24][CH2:25][C:26]1[CH:31]=[CH:30][C:29]([C:32]2[N:37]=[CH:36][C:35]([CH2:38][CH3:39])=[CH:34][N:33]=2)=[CH:28][CH:27]=1)(=O)=O.C([O-])([O-])=O.[Cs+].[Cs+], predict the reaction product. The product is: [CH2:38]([C:35]1[CH:36]=[N:37][C:32]([C:29]2[CH:28]=[CH:27][C:26]([CH2:25][CH2:24][CH2:23][O:12][C:11]3[C:2]([F:1])=[C:3]4[C:8](=[CH:9][C:10]=3[F:13])[CH2:7][N:6]([S:14]([CH3:17])(=[O:16])=[O:15])[CH2:5][CH2:4]4)=[CH:31][CH:30]=2)=[N:33][CH:34]=1)[CH3:39]. (5) Given the reactants [CH3:1][O:2][C:3]([C:5]1[S:6][C:7]([C:26]2[CH:31]=[CH:30][CH:29]=[CH:28][CH:27]=2)=[CH:8][C:9]=1[N:10]([C:17]([CH:19]1[CH2:24][CH2:23][CH:22]([CH3:25])[CH2:21][CH2:20]1)=[O:18])[CH:11]1[CH2:16][CH2:15][NH:14][CH2:13][CH2:12]1)=[O:4].[CH:32](=O)[C:33]1[CH:38]=[CH:37][CH:36]=[CH:35][CH:34]=1.C(O[BH-](OC(=O)C)OC(=O)C)(=O)C.[Na+], predict the reaction product. The product is: [CH3:1][O:2][C:3]([C:5]1[S:6][C:7]([C:26]2[CH:27]=[CH:28][CH:29]=[CH:30][CH:31]=2)=[CH:8][C:9]=1[N:10]([CH:11]1[CH2:16][CH2:15][N:14]([CH2:32][C:33]2[CH:38]=[CH:37][CH:36]=[CH:35][CH:34]=2)[CH2:13][CH2:12]1)[C:17]([CH:19]1[CH2:20][CH2:21][CH:22]([CH3:25])[CH2:23][CH2:24]1)=[O:18])=[O:4]. (6) Given the reactants CS([O:5][C:6]1[CH:7]=[C:8]2[C:34](=[CH:35][C:36]=1[CH3:37])[O:33][C:11]1([CH2:20][C:19]([CH3:22])([CH3:21])[C:18]3[C:13](=[CH:14][C:15]([CH3:32])=[C:16]([O:23][CH2:24][CH2:25][CH2:26]OS(C)(=O)=O)[CH:17]=3)[O:12]1)[CH2:10][C:9]2([CH3:39])[CH3:38])(=O)=O.[CH3:40][C:41]1[NH:45][N:44]=[C:43]([CH2:46][OH:47])[CH:42]=1.[H-].[Na+].[OH-].[Na+].Cl, predict the reaction product. The product is: [OH:5][C:6]1[CH:7]=[C:8]2[C:34](=[CH:35][C:36]=1[CH3:37])[O:33][C:11]1([CH2:20][C:19]([CH3:22])([CH3:21])[C:18]3[C:13](=[CH:14][C:15]([CH3:32])=[C:16]([O:23][CH2:24][CH2:25][CH2:26][N:45]4[C:41]([CH3:40])=[CH:42][C:43]([CH2:46][OH:47])=[N:44]4)[CH:17]=3)[O:12]1)[CH2:10][C:9]2([CH3:38])[CH3:39]. (7) Given the reactants [Cl:1][C:2]1[C:7]([CH3:8])=[C:6]([NH:9][CH2:10][C:11]2[S:15][C:14]([CH3:16])=[N:13][C:12]=2[CH3:17])[N:5]=[C:4]([O:18][CH2:19][CH2:20][OH:21])[N:3]=1.Br[C:23]1[CH:32]=[CH:31][C:30]2[C:25](=[N:26][CH:27]=[CH:28][CH:29]=2)[N:24]=1.C[Si]([N-][Si](C)(C)C)(C)C.[Na+], predict the reaction product. The product is: [Cl:1][C:2]1[N:3]=[C:4]([O:18][CH2:19][CH2:20][O:21][C:23]2[CH:32]=[CH:31][C:30]3[C:25](=[N:26][CH:27]=[CH:28][CH:29]=3)[N:24]=2)[N:5]=[C:6]([NH:9][CH2:10][C:11]2[S:15][C:14]([CH3:16])=[N:13][C:12]=2[CH3:17])[C:7]=1[CH3:8]. (8) Given the reactants [F:1][C:2]1[CH:10]=[C:9]([CH3:11])[C:8]2[NH:7][C:6]3[CH2:12][CH2:13][N:14]4[C@@H:18]([C:5]=3[C:4]=2[CH:3]=1)[CH2:17][CH2:16][CH2:15]4.[H-].[Na+].[O:21]1[CH2:23][CH:22]1[C:24]1[CH:29]=[CH:28][N:27]=[CH:26][CH:25]=1, predict the reaction product. The product is: [F:1][C:2]1[CH:10]=[C:9]([CH3:11])[C:8]2[N:7]([CH2:23][CH:22]([C:24]3[CH:29]=[CH:28][N:27]=[CH:26][CH:25]=3)[OH:21])[C:6]3[CH2:12][CH2:13][N:14]4[C@@H:18]([C:5]=3[C:4]=2[CH:3]=1)[CH2:17][CH2:16][CH2:15]4.